Dataset: Full USPTO retrosynthesis dataset with 1.9M reactions from patents (1976-2016). Task: Predict the reactants needed to synthesize the given product. (1) Given the product [NH:1]1[C:5]2[CH:6]=[CH:7][CH:8]=[CH:9][C:4]=2[N:3]=[C:2]1[CH:10]([OH:30])[C:11]1[CH:29]=[CH:28][C:14]([O:15][C:16]2[C:21]([CH:22]3[CH2:26][CH2:25][CH:24]([OH:27])[CH2:23]3)=[CH:20][CH:19]=[CH:18][N:17]=2)=[CH:13][CH:12]=1, predict the reactants needed to synthesize it. The reactants are: [NH:1]1[C:5]2[CH:6]=[CH:7][CH:8]=[CH:9][C:4]=2[N:3]=[C:2]1[CH:10]([OH:30])[C:11]1[CH:29]=[CH:28][C:14]([O:15][C:16]2[C:21]([C:22]3[CH2:26][CH2:25][CH:24]([OH:27])[CH:23]=3)=[CH:20][CH:19]=[CH:18][N:17]=2)=[CH:13][CH:12]=1.[H][H]. (2) The reactants are: [O:1]1[CH2:3][C@H:2]1[CH2:4][O:5][C:6]1[CH:13]=[CH:12][CH:11]=[CH:10][C:7]=1[C:8]#[N:9].[N+]([C:17]1C=C(S(OC[C@]2(C)CO2)(=O)=O)C=CC=1)([O-])=O.OC1C=CC=CC=1C#N.C([O-])([O-])=O.[Cs+].[Cs+]. Given the product [CH3:17][CH:4]([C@@H:2]1[CH2:3][O:1]1)[O:5][C:6]1[CH:13]=[CH:12][CH:11]=[CH:10][C:7]=1[C:8]#[N:9], predict the reactants needed to synthesize it.